Dataset: Reaction yield outcomes from USPTO patents with 853,638 reactions. Task: Predict the reaction yield, written as a fraction of the theoretical maximum amount of product (1.0 means a 100% yield; for example, 0.34 means a 34% yield). (1) The reactants are C[O:2][C:3]([C:5]1[CH2:6][N:7]([C:33]([O:35][C:36]([CH3:39])([CH3:38])[CH3:37])=[O:34])[CH2:8][CH2:9][C:10]=1[C:11]1[CH:32]=[CH:31][C:14]2[C:15]3[N:19]([CH2:20][CH2:21][O:22][C:13]=2[CH:12]=1)[CH:18]=[C:17]([C:23]1[N:24]([CH:28]([CH3:30])[CH3:29])[N:25]=[CH:26][N:27]=1)[N:16]=3)=[O:4].O.[OH-].[Li+]. The catalyst is C1COCC1.O. The product is [C:36]([O:35][C:33]([N:7]1[CH2:8][CH2:9][C:10]([C:11]2[CH:32]=[CH:31][C:14]3[C:15]4[N:19]([CH2:20][CH2:21][O:22][C:13]=3[CH:12]=2)[CH:18]=[C:17]([C:23]2[N:24]([CH:28]([CH3:30])[CH3:29])[N:25]=[CH:26][N:27]=2)[N:16]=4)=[C:5]([C:3]([OH:4])=[O:2])[CH2:6]1)=[O:34])([CH3:38])([CH3:39])[CH3:37]. The yield is 0.510. (2) The reactants are [CH2:1]1[CH2:6][C@H:5]([C:7]([OH:9])=[O:8])[CH2:4][CH2:3][C@H:2]1[CH2:10][NH2:11].Cl[Si](C)(C)C.CN1CCOCC1.Cl[CH2:25][CH2:26][O:27][C:28](Cl)=[O:29].[C:31]([OH:35])(=[O:34])[CH2:32][CH3:33]. The catalyst is ClCCl. The product is [C:31]([O:35][CH:26]([O:27][C:28]([NH:11][CH2:10][C@H:2]1[CH2:3][CH2:4][C@H:5]([C:7]([OH:9])=[O:8])[CH2:6][CH2:1]1)=[O:29])[CH3:25])(=[O:34])[CH2:32][CH3:33]. The yield is 0.0700. (3) The product is [CH3:27][O:26][C:23]1[CH:24]=[C:25]2[C:20](=[CH:21][C:22]=1[O:28][CH3:29])[N:19]=[CH:18][N:17]=[C:16]2[O:30][C:2]1[CH:7]=[CH:6][C:5]([NH:1][C:2]2[CH:7]=[CH:6][CH:5]=[CH:4][C:3]=2[N:9]2[CH2:14][CH2:13][O:12][CH2:11][CH2:10]2)=[CH:4][CH:3]=1. The catalyst is CC(CC)=O.O. The yield is 0.680. The reactants are [NH2:1][C:2]1[CH:7]=[CH:6][C:5](O)=[CH:4][C:3]=1[N:9]1[CH2:14][CH2:13][O:12][CH2:11][CH2:10]1.Cl[C:16]1[C:25]2[C:20](=[CH:21][C:22]([O:28][CH3:29])=[C:23]([O:26][CH3:27])[CH:24]=2)[N:19]=[CH:18][N:17]=1.[OH-:30].[Na+]. (4) The reactants are [OH:1][C:2]1[CH:3]=[C:4]([CH:8]=[CH:9][CH:10]=1)[C:5]([OH:7])=[O:6].[I:11]I.Cl. The catalyst is [NH4+].[OH-].O. The product is [OH:1][C:2]1[CH:3]=[C:4]([CH:8]=[CH:9][C:10]=1[I:11])[C:5]([OH:7])=[O:6]. The yield is 0.540. (5) The reactants are Br[C:2]1[S:6][C:5]2=[N:7][C:8]([CH3:10])=[CH:9][N:4]2[N:3]=1.[CH3:11][O:12][C:13]1[CH:14]=[C:15](B(O)O)[CH:16]=[CH:17][C:18]=1[O:19][CH3:20].C([O-])([O-])=O.[K+].[K+]. The catalyst is COCCOC.C(Cl)Cl.C1C=CC(P(C2C=CC=CC=2)[C-]2C=CC=C2)=CC=1.C1C=CC(P(C2C=CC=CC=2)[C-]2C=CC=C2)=CC=1.Cl[Pd]Cl.[Fe+2]. The product is [CH3:11][O:12][C:13]1[CH:14]=[C:15]([C:2]2[S:6][C:5]3=[N:7][C:8]([CH3:10])=[CH:9][N:4]3[N:3]=2)[CH:16]=[CH:17][C:18]=1[O:19][CH3:20]. The yield is 0.500. (6) The reactants are [I:1][C:2]1[CH:17]=[CH:16][CH:15]=[CH:14][C:3]=1[O:4][C:5]1[CH:10]=[CH:9][CH:8]=[CH:7][C:6]=1[N+:11]([O-])=O. The catalyst is C(O)C.O. The product is [I:1][C:2]1[CH:17]=[CH:16][CH:15]=[CH:14][C:3]=1[O:4][C:5]1[CH:10]=[CH:9][CH:8]=[CH:7][C:6]=1[NH2:11]. The yield is 0.980. (7) The reactants are [CH2:1]([C:4]1[C:17]([Br:18])=[CH:16][C:15]([CH2:19][C:20]2[CH:25]=[CH:24][C:23]([O:26][CH3:27])=[CH:22][CH:21]=2)=[C:14]([Cl:28])[C:5]=1[O:6][Si:7]([C:10]([CH3:13])([CH3:12])[CH3:11])([CH3:9])[CH3:8])[CH:2]=[CH2:3].CSC.B.[OH-:33].[Na+].OO. The catalyst is C1COCC1.O. The product is [Br:18][C:17]1[C:4]([CH2:1][CH2:2][CH2:3][OH:33])=[C:5]([O:6][Si:7]([C:10]([CH3:13])([CH3:12])[CH3:11])([CH3:8])[CH3:9])[C:14]([Cl:28])=[C:15]([CH2:19][C:20]2[CH:21]=[CH:22][C:23]([O:26][CH3:27])=[CH:24][CH:25]=2)[CH:16]=1. The yield is 0.650.